Dataset: Forward reaction prediction with 1.9M reactions from USPTO patents (1976-2016). Task: Predict the product of the given reaction. Given the reactants [C:1]([C:3]1[CH:8]=[CH:7][C:6](OS(C2C=CC=CC=2)(=O)=O)=[C:5]([O:19][CH3:20])[CH:4]=1)#[N:2].[CH2:21]([N:23]([CH2:27][CH3:28])[CH2:24][C:25]#[CH:26])[CH3:22], predict the reaction product. The product is: [CH2:21]([N:23]([CH2:27][CH3:28])[CH2:24][C:25]#[C:26][C:6]1[CH:7]=[CH:8][C:3]([C:1]#[N:2])=[CH:4][C:5]=1[O:19][CH3:20])[CH3:22].